From a dataset of Full USPTO retrosynthesis dataset with 1.9M reactions from patents (1976-2016). Predict the reactants needed to synthesize the given product. (1) Given the product [CH3:2][O:3][C:4](=[O:10])[C@H:5]([CH:7]([CH3:9])[CH3:8])[NH:6][C:18]([O:20][C:21]([CH3:24])([CH3:23])[CH3:22])=[O:19], predict the reactants needed to synthesize it. The reactants are: Cl.[CH3:2][O:3][C:4](=[O:10])[C@H:5]([CH:7]([CH3:9])[CH3:8])[NH2:6].C(N(CC)CC)C.[C:18](O[C:18]([O:20][C:21]([CH3:24])([CH3:23])[CH3:22])=[O:19])([O:20][C:21]([CH3:24])([CH3:23])[CH3:22])=[O:19]. (2) Given the product [O:17]([C:14]1[CH:13]=[CH:12][C:11]([C:10]2[C:3]3[C:2]([NH2:1])=[N:7][CH:6]=[N:5][C:4]=3[N:8]([CH:24]3[CH2:28][CH2:27][NH:26][CH2:25]3)[CH:9]=2)=[CH:16][CH:15]=1)[C:18]1[CH:23]=[CH:22][CH:21]=[CH:20][CH:19]=1, predict the reactants needed to synthesize it. The reactants are: [NH2:1][C:2]1[C:3]2[C:10]([C:11]3[CH:16]=[CH:15][C:14]([O:17][C:18]4[CH:23]=[CH:22][CH:21]=[CH:20][CH:19]=4)=[CH:13][CH:12]=3)=[CH:9][N:8]([CH:24]3[CH2:28][CH2:27][N:26](C(OC(C)(C)C)=O)[CH2:25]3)[C:4]=2[N:5]=[CH:6][N:7]=1.FC(F)(F)C(O)=O. (3) The reactants are: C[O:2][C:3]1[CH:4]=[CH:5][C:6]2[O:10][C:9]([C:11]3[CH:16]=[CH:15][C:14]([O:17]C)=[CH:13][CH:12]=3)=[CH:8][C:7]=2[C:19]=1[CH3:20].Cl.N1C=CC=CC=1.Cl. Given the product [OH:17][C:14]1[CH:15]=[CH:16][C:11]([C:9]2[O:10][C:6]3[CH:5]=[CH:4][C:3]([OH:2])=[C:19]([CH3:20])[C:7]=3[CH:8]=2)=[CH:12][CH:13]=1, predict the reactants needed to synthesize it. (4) Given the product [C:22]([C:24]([C:27]1[CH:28]=[C:29]([CH:33]=[CH:34][N:35]=1)[C:30]([NH:10][C:9]1[CH:11]=[CH:12][C:6]([CH3:5])=[C:7]([B:13]2[O:14][C:15]([CH3:21])([CH3:20])[C:16]([CH3:19])([CH3:18])[O:17]2)[CH:8]=1)=[O:31])([CH3:26])[CH3:25])#[N:23], predict the reactants needed to synthesize it. The reactants are: C(Cl)CCl.[CH3:5][C:6]1[CH:12]=[CH:11][C:9]([NH2:10])=[CH:8][C:7]=1[B:13]1[O:17][C:16]([CH3:19])([CH3:18])[C:15]([CH3:21])([CH3:20])[O:14]1.[C:22]([C:24]([C:27]1[CH:28]=[C:29]([CH:33]=[CH:34][N:35]=1)[C:30](O)=[O:31])([CH3:26])[CH3:25])#[N:23].C1C=NC2N(O)N=NC=2C=1. (5) Given the product [OH:32][C:13]1[C:12](=[O:33])[N:11]([C:8]2[CH:7]=[CH:6][C:5]([CH:3]=[N:37][O:36][CH3:35])=[CH:10][CH:9]=2)[CH:15]([C:16]2[CH:21]=[CH:20][CH:19]=[CH:18][CH:17]=2)[C:14]=1[C:22](=[O:31])[C:23]1[CH:28]=[CH:27][C:26]([O:29][CH3:30])=[CH:25][CH:24]=1, predict the reactants needed to synthesize it. The reactants are: CO.[CH:3]([C:5]1[CH:10]=[CH:9][C:8]([N:11]2[CH:15]([C:16]3[CH:21]=[CH:20][CH:19]=[CH:18][CH:17]=3)[C:14]([C:22](=[O:31])[C:23]3[CH:28]=[CH:27][C:26]([O:29][CH3:30])=[CH:25][CH:24]=3)=[C:13]([OH:32])[C:12]2=[O:33])=[CH:7][CH:6]=1)=O.[Cl-].[CH3:35][O:36][NH3+:37].C([O-])(=O)C.[Na+]. (6) Given the product [NH2:7][C:8]1[CH:15]=[C:14]([NH:6][C@@H:4]([CH3:5])[CH2:3][O:2][CH3:1])[C:11]([C:12]#[N:13])=[CH:10][N:9]=1, predict the reactants needed to synthesize it. The reactants are: [CH3:1][O:2][CH2:3][C@@H:4]([NH2:6])[CH3:5].[NH2:7][C:8]1[CH:15]=[C:14](F)[C:11]([C:12]#[N:13])=[CH:10][N:9]=1. (7) Given the product [F:25][C:26]([F:35])([F:36])[C:27]1[CH:34]=[CH:33][CH:32]=[CH:31][C:28]=1[CH2:29][NH:30][CH2:20][C:19]1[CH:22]=[CH:23][CH:24]=[C:17]([C:15]2[O:14][N:13]=[C:12]([CH2:1][CH2:2][CH2:3][CH2:4][CH2:5][CH2:6][CH2:7][CH2:8][CH2:9][CH2:10][CH3:11])[N:16]=2)[CH:18]=1, predict the reactants needed to synthesize it. The reactants are: [CH2:1]([C:12]1[N:16]=[C:15]([C:17]2[CH:18]=[C:19]([CH:22]=[CH:23][CH:24]=2)[CH:20]=O)[O:14][N:13]=1)[CH2:2][CH2:3][CH2:4][CH2:5][CH2:6][CH2:7][CH2:8][CH2:9][CH2:10][CH3:11].[F:25][C:26]([F:36])([F:35])[C:27]1[CH:34]=[CH:33][CH:32]=[CH:31][C:28]=1[CH2:29][NH2:30]. (8) Given the product [CH:1]1([CH2:6][CH2:7][C:8]2[CH:41]=[CH:40][CH:39]=[C:38]([CH3:42])[C:9]=2[O:10][C:11]2[CH:16]=[CH:15][C:14]([S:17]([CH2:20][CH3:21])(=[O:19])=[O:18])=[CH:13][C:12]=2[C:22]2[C:23]3[CH:32]=[C:31]([C:33]([NH:35][CH2:36][CH3:37])=[O:34])[NH:30][C:24]=3[C:25](=[O:29])[N:26]([CH3:28])[CH:27]=2)[CH2:5][CH2:4][CH2:3][CH2:2]1, predict the reactants needed to synthesize it. The reactants are: [CH:1]1(/[CH:6]=[CH:7]\[C:8]2[CH:41]=[CH:40][CH:39]=[C:38]([CH3:42])[C:9]=2[O:10][C:11]2[CH:16]=[CH:15][C:14]([S:17]([CH2:20][CH3:21])(=[O:19])=[O:18])=[CH:13][C:12]=2[C:22]2[C:23]3[CH:32]=[C:31]([C:33]([NH:35][CH2:36][CH3:37])=[O:34])[NH:30][C:24]=3[C:25](=[O:29])[N:26]([CH3:28])[CH:27]=2)[CH2:5][CH2:4][CH2:3][CH2:2]1.C(O)(=O)C.[H][H].